This data is from Forward reaction prediction with 1.9M reactions from USPTO patents (1976-2016). The task is: Predict the product of the given reaction. (1) Given the reactants C(OC([N:8]1[CH2:11][CH:10]([O:12][C:13]2[CH:14]=[N:15][C:16]([C:19]3[CH:24]=[CH:23][C:22]([C:25](=[O:27])[NH2:26])=[C:21]([F:28])[CH:20]=3)=[CH:17][CH:18]=2)[CH2:9]1)=O)(C)(C)C.[C:29]([OH:35])([C:31]([F:34])([F:33])[F:32])=[O:30], predict the reaction product. The product is: [F:32][C:31]([F:34])([F:33])[C:29]([OH:35])=[O:30].[NH:8]1[CH2:11][CH:10]([O:12][C:13]2[CH:18]=[CH:17][C:16]([C:19]3[CH:24]=[CH:23][C:22]([C:25]([NH2:26])=[O:27])=[C:21]([F:28])[CH:20]=3)=[N:15][CH:14]=2)[CH2:9]1. (2) Given the reactants [CH3:1][C:2]([CH3:33])([CH2:25][O:26]C1CCCCO1)[CH2:3][CH2:4][CH2:5][CH2:6][O:7][C:8](=[O:24])[CH2:9][CH2:10][CH2:11][CH2:12][C:13]([CH3:23])([CH3:22])[CH2:14][O:15]C1CCCCO1, predict the reaction product. The product is: [OH:26][CH2:25][C:2]([CH3:33])([CH3:1])[CH2:3][CH2:4][CH2:5][CH2:6][O:7][C:8](=[O:24])[CH2:9][CH2:10][CH2:11][CH2:12][C:13]([CH3:22])([CH3:23])[CH2:14][OH:15]. (3) Given the reactants [Cl:1][C:2]1[CH:3]=[C:4]([NH:16][C:17]2[C:26]3[C:21](=[CH:22][C:23]([O:34][CH3:35])=[C:24]([O:27][CH:28]4[CH2:33][CH2:32][NH:31][CH2:30][CH2:29]4)[CH:25]=3)[N:20]=[CH:19][N:18]=2)[CH:5]=[CH:6][C:7]=1[O:8][CH2:9][C:10]1[CH:15]=[N:14][CH:13]=[CH:12][N:11]=1.[C:36](O)(=[O:39])[CH2:37][OH:38], predict the reaction product. The product is: [Cl:1][C:2]1[CH:3]=[C:4]([NH:16][C:17]2[C:26]3[C:21](=[CH:22][C:23]([O:34][CH3:35])=[C:24]([O:27][CH:28]4[CH2:33][CH2:32][N:31]([C:37](=[O:38])[CH2:36][OH:39])[CH2:30][CH2:29]4)[CH:25]=3)[N:20]=[CH:19][N:18]=2)[CH:5]=[CH:6][C:7]=1[O:8][CH2:9][C:10]1[CH:15]=[N:14][CH:13]=[CH:12][N:11]=1. (4) The product is: [CH3:1][O:2][C:3](=[O:11])[C:4]1[CH:9]=[CH:8][C:7]([O:20][C:14]2[CH:15]=[CH:16][C:17]([F:19])=[CH:18][C:13]=2[F:12])=[N:6][CH:5]=1. Given the reactants [CH3:1][O:2][C:3](=[O:11])[C:4]1[CH:9]=[CH:8][C:7](Cl)=[N:6][CH:5]=1.[F:12][C:13]1[CH:18]=[C:17]([F:19])[CH:16]=[CH:15][C:14]=1[OH:20].O.C(=O)([O-])[O-].[K+].[K+], predict the reaction product. (5) Given the reactants [CH3:1][C:2]1[CH:7]=[C:6]([CH3:8])[NH:5][C:4](=[O:9])[C:3]=1[CH2:10][NH:11][C:12]([C:14]1[C:15]2[CH:28]=[N:27][N:26]([CH:29]([CH3:31])[CH3:30])[C:16]=2[N:17]=[C:18]([C:20]2[CH2:21][CH2:22][NH:23][CH2:24][CH:25]=2)[CH:19]=1)=[O:13].CCN(CC)CC.[NH:39]1[CH2:44][CH2:43][CH2:42][CH:41]([C:45](O)=[O:46])[CH2:40]1.C1CN([P+](ON2N=NC3C=CC=CC2=3)(N2CCCC2)N2CCCC2)CC1.F[P-](F)(F)(F)(F)F, predict the reaction product. The product is: [CH3:1][C:2]1[CH:7]=[C:6]([CH3:8])[NH:5][C:4](=[O:9])[C:3]=1[CH2:10][NH:11][C:12]([C:14]1[C:15]2[CH:28]=[N:27][N:26]([CH:29]([CH3:31])[CH3:30])[C:16]=2[N:17]=[C:18]([C:20]2[CH2:21][CH2:22][N:23]([C:45]([CH:41]3[CH2:42][CH2:43][CH2:44][NH:39][CH2:40]3)=[O:46])[CH2:24][CH:25]=2)[CH:19]=1)=[O:13].